The task is: Predict the reaction yield, written as a fraction of the theoretical maximum amount of product (1.0 means a 100% yield; for example, 0.34 means a 34% yield).. This data is from Reaction yield outcomes from USPTO patents with 853,638 reactions. (1) The reactants are [Cl:1][C:2]1[CH:3]=[C:4]([OH:11])[C:5]([OH:10])=[C:6]([CH:9]=1)[CH:7]=[O:8].Br[CH2:13][CH2:14]Br.C(=O)([O-])[O-].[K+].[K+]. The catalyst is CN(C=O)C.O. The product is [Cl:1][C:2]1[CH:9]=[C:6]([CH:7]=[O:8])[C:5]2[O:10][CH2:14][CH2:13][O:11][C:4]=2[CH:3]=1. The yield is 0.940. (2) The yield is 0.270. The reactants are [CH:1]1([NH:4][C:5](=[O:43])[NH:6][C:7]2[CH:41]=[CH:40][C:10]([O:11][C:12]3[CH:17]=[CH:16][N:15]=[C:14]4[CH:18]=[C:19]([C:21]5[N:26]=[CH:25][C:24]([CH2:27][NH:28][CH:29]6[CH2:32][N:31]([C:33]([O:35][C:36]([CH3:39])([CH3:38])[CH3:37])=[O:34])[CH2:30]6)=[CH:23][CH:22]=5)[S:20][C:13]=34)=[C:9]([F:42])[CH:8]=2)[CH2:3][CH2:2]1.Br[CH2:45][C:46]([O:48][CH2:49][CH3:50])=[O:47]. The product is [CH:1]1([NH:4][C:5](=[O:43])[NH:6][C:7]2[CH:41]=[CH:40][C:10]([O:11][C:12]3[CH:17]=[CH:16][N:15]=[C:14]4[CH:18]=[C:19]([C:21]5[N:26]=[CH:25][C:24]([CH2:27][N:28]([CH2:45][C:46]([O:48][CH2:49][CH3:50])=[O:47])[CH:29]6[CH2:30][N:31]([C:33]([O:35][C:36]([CH3:39])([CH3:38])[CH3:37])=[O:34])[CH2:32]6)=[CH:23][CH:22]=5)[S:20][C:13]=34)=[C:9]([F:42])[CH:8]=2)[CH2:2][CH2:3]1. The catalyst is CN(C=O)C.